Regression. Given a peptide amino acid sequence and an MHC pseudo amino acid sequence, predict their binding affinity value. This is MHC class II binding data. From a dataset of Peptide-MHC class II binding affinity with 134,281 pairs from IEDB. (1) The peptide sequence is VAWQVKLLPVPPTVT. The MHC is DRB1_1302 with pseudo-sequence DRB1_1302. The binding affinity (normalized) is 0.384. (2) The peptide sequence is VPLMVILVATVIVLG. The MHC is H-2-IAd with pseudo-sequence H-2-IAd. The binding affinity (normalized) is 0. (3) The peptide sequence is AGGAGGVGAVGGKGG. The MHC is DRB3_0101 with pseudo-sequence DRB3_0101. The binding affinity (normalized) is 0.0130. (4) The peptide sequence is MMFLSLGVGADQGCAR. The MHC is HLA-DQA10501-DQB10303 with pseudo-sequence HLA-DQA10501-DQB10303. The binding affinity (normalized) is 0.408. (5) The peptide sequence is FVQALTTAAASYASV. The MHC is DRB4_0101 with pseudo-sequence DRB4_0103. The binding affinity (normalized) is 0.362.